The task is: Predict which catalyst facilitates the given reaction.. This data is from Catalyst prediction with 721,799 reactions and 888 catalyst types from USPTO. (1) Reactant: [OH:1][CH:2]1[CH:8]([NH:9][C:10](=[O:38])[C@H:11]([CH2:34][CH:35]([CH3:37])[CH3:36])[NH:12][C@@H:13]([C:18]2[CH:23]=[CH:22][C:21]([C:24]3[CH:29]=[CH:28][C:27]([S:30]([CH3:33])(=[O:32])=[O:31])=[CH:26][CH:25]=3)=[CH:20][CH:19]=2)[C:14]([F:17])([F:16])[F:15])[CH2:7][CH2:6][CH2:5][N:4]([S:39]([C:42]2[CH:47]=[CH:46][CH:45]=[CH:44][N:43]=2)(=[O:41])=[O:40])[CH2:3]1.CC(OI1(OC(C)=O)(OC(C)=O)OC(=O)C2C=CC=CC1=2)=O. Product: [O:1]=[C:2]1[CH:8]([NH:9][C:10](=[O:38])[C@H:11]([CH2:34][CH:35]([CH3:37])[CH3:36])[NH:12][C@@H:13]([C:18]2[CH:19]=[CH:20][C:21]([C:24]3[CH:29]=[CH:28][C:27]([S:30]([CH3:33])(=[O:32])=[O:31])=[CH:26][CH:25]=3)=[CH:22][CH:23]=2)[C:14]([F:16])([F:15])[F:17])[CH2:7][CH2:6][CH2:5][N:4]([S:39]([C:42]2[CH:47]=[CH:46][CH:45]=[CH:44][N:43]=2)(=[O:40])=[O:41])[CH2:3]1. The catalyst class is: 2. (2) Reactant: [OH:1][CH:2]([C:4]1[N:8]=[C:7]([C:9]([O:11][CH2:12][CH3:13])=[O:10])[O:6][N:5]=1)[CH3:3].CC(OI1(OC(C)=O)(OC(C)=O)OC(=O)C2C=CC=CC1=2)=O. Product: [C:2]([C:4]1[N:8]=[C:7]([C:9]([O:11][CH2:12][CH3:13])=[O:10])[O:6][N:5]=1)(=[O:1])[CH3:3]. The catalyst class is: 2. (3) Reactant: [NH2:1][CH2:2][C@@H:3]1[O:7][C:6](=[O:8])[N:5]([C:9]2[CH:10]=[C:11]3[C:16](=[CH:17][CH:18]=2)[CH2:15][N:14]([C:19]([O:21][CH2:22][C:23]2[CH:28]=[CH:27][CH:26]=[CH:25][CH:24]=2)=[O:20])[CH2:13][CH2:12]3)[CH2:4]1.[C:29](O[C:29]([O:31][C:32]([CH3:35])([CH3:34])[CH3:33])=[O:30])([O:31][C:32]([CH3:35])([CH3:34])[CH3:33])=[O:30].C([O-])(O)=O.[Na+]. Product: [CH3:33][C:32]([CH3:35])([O:31][C:29]([NH:1][CH2:2][C@@H:3]1[O:7][C:6](=[O:8])[N:5]([C:9]2[CH:10]=[C:11]3[C:16](=[CH:17][CH:18]=2)[CH2:15][N:14]([C:19]([O:21][CH2:22][C:23]2[CH:24]=[CH:25][CH:26]=[CH:27][CH:28]=2)=[O:20])[CH2:13][CH2:12]3)[CH2:4]1)=[O:30])[CH3:34]. The catalyst class is: 731. (4) Reactant: II.[CH2:3](Br)[CH2:4][CH2:5][CH2:6][CH2:7][CH2:8][CH2:9][CH2:10]/[CH:11]=[CH:12]\[CH2:13]/[CH:14]=[CH:15]\[CH2:16][CH2:17][CH2:18][CH2:19][CH3:20].[CH:22]([O:24][CH2:25][CH3:26])=[O:23].OS(O)(=O)=O. Product: [CH:22]([O:24][CH:25]([CH2:3][CH2:4][CH2:5][CH2:6][CH2:7][CH2:8][CH2:9][CH2:10]/[CH:11]=[CH:12]\[CH2:13]/[CH:14]=[CH:15]\[CH2:16][CH2:17][CH2:18][CH2:19][CH3:20])[CH2:26][CH2:3][CH2:4][CH2:5][CH2:6][CH2:7][CH2:8][CH2:9]/[CH:10]=[CH:11]\[CH2:12]/[CH:13]=[CH:14]\[CH2:15][CH2:16][CH2:17][CH2:18][CH3:19])=[O:23]. The catalyst class is: 28. (5) Reactant: [CH2:1]([C:3]1[NH:4][N:5]([C:9]2[CH:14]=[CH:13][CH:12]=[CH:11][CH:10]=2)[C:6](=[O:8])[CH:7]=1)[CH3:2].[F:15][C:16]([F:24])([F:23])[C:17](=[O:22])[C:18]([O:20][CH3:21])=[O:19]. Product: [CH3:21][O:20][C:18](=[O:19])[C:17]([OH:22])([C:16]([F:24])([F:23])[F:15])[C:7]1[C:6](=[O:8])[N:5]([C:9]2[CH:14]=[CH:13][CH:12]=[CH:11][CH:10]=2)[NH:4][C:3]=1[CH2:1][CH3:2]. The catalyst class is: 22. (6) Reactant: O[CH2:2][NH:3][C:4](=[O:9])[C:5]([F:8])([F:7])[F:6].[Cl:10][C:11]1[CH:19]=[CH:18][CH:17]=[CH:16][C:12]=1[C:13]([OH:15])=[O:14]. Product: [Cl:10][C:11]1[CH:19]=[CH:18][C:17]([CH2:2][NH:3][C:4]([C:5]([F:8])([F:7])[F:6])=[O:9])=[CH:16][C:12]=1[C:13]([OH:15])=[O:14]. The catalyst class is: 82. (7) Product: [F:19][C:2]([F:20])([F:1])[C:3]([C:10]1[CH:15]=[CH:14][N:13]=[C:12]([C:24]2[NH:25][O:45][C:21](=[O:22])[N:23]=2)[CH:11]=1)([CH3:9])[O:4][Si:5]([CH3:7])([CH3:6])[CH3:8]. The catalyst class is: 7. Reactant: [F:1][C:2]([F:20])([F:19])[C:3]([C:10]1[CH:15]=[CH:14][N:13]=[C:12](C(N)=O)[CH:11]=1)([CH3:9])[O:4][Si:5]([CH3:8])([CH3:7])[CH3:6].[C:21](N1C=CN=C1)([N:23]1C=C[N:25]=[CH:24]1)=[O:22].N12CCCN=C1CCCCC2.Cl.[OH2:45]. (8) Product: [NH:8]1[CH2:9][CH2:10][CH:11]([N:14]2[CH2:19][CH2:18][CH:17]([N:20]3[C:24]4=[N:25][CH:26]=[N:27][C:28]([NH2:29])=[C:23]4[C:22]([C:30]4[CH:35]=[CH:34][C:33]([O:36][C:37]5[CH:42]=[CH:41][CH:40]=[CH:39][CH:38]=5)=[CH:32][CH:31]=4)=[N:21]3)[CH2:16][CH2:15]2)[CH2:12][CH2:13]1. Reactant: C(OC([N:8]1[CH2:13][CH2:12][CH:11]([N:14]2[CH2:19][CH2:18][CH:17]([N:20]3[C:24]4=[N:25][CH:26]=[N:27][C:28]([NH2:29])=[C:23]4[C:22]([C:30]4[CH:35]=[CH:34][C:33]([O:36][C:37]5[CH:42]=[CH:41][CH:40]=[CH:39][CH:38]=5)=[CH:32][CH:31]=4)=[N:21]3)[CH2:16][CH2:15]2)[CH2:10][CH2:9]1)=O)(C)(C)C. The catalyst class is: 330. (9) Reactant: [CH3:1][C:2]1([N:6]2[CH2:11][C:10]3([CH2:16][CH2:15][N:14](C(OC(C)(C)C)=O)[CH2:13][CH2:12]3)[O:9][CH2:8][C:7]2=[O:24])[CH2:5][CH2:4][CH2:3]1.Cl.O1CCOCC1.C(N(CC)CC)C.[Br:39][C:40]1[CH:45]=[CH:44][C:43]([S:46](Cl)(=[O:48])=[O:47])=[CH:42][CH:41]=1. Product: [Br:39][C:40]1[CH:45]=[CH:44][C:43]([S:46]([N:14]2[CH2:13][CH2:12][C:10]3([O:9][CH2:8][C:7](=[O:24])[N:6]([C:2]4([CH3:1])[CH2:3][CH2:4][CH2:5]4)[CH2:11]3)[CH2:16][CH2:15]2)(=[O:48])=[O:47])=[CH:42][CH:41]=1. The catalyst class is: 4.